Dataset: Forward reaction prediction with 1.9M reactions from USPTO patents (1976-2016). Task: Predict the product of the given reaction. Given the reactants [Cl-].[CH2:2]([N+:12]([CH2:15][CH2:16][CH2:17][CH2:18][CH2:19][CH2:20][CH2:21][CH2:22][CH2:23][CH3:24])([CH3:14])[CH3:13])[CH2:3][CH2:4][CH2:5][CH2:6][CH2:7][CH2:8][CH2:9][CH2:10][CH3:11].[C:25]([OH:35])(=[O:34])[CH:26]([C:28]1[CH:33]=[CH:32][CH:31]=[CH:30][CH:29]=1)[OH:27].[OH-].[Na+], predict the reaction product. The product is: [C:25]([O-:35])(=[O:34])[CH:26]([C:28]1[CH:33]=[CH:32][CH:31]=[CH:30][CH:29]=1)[OH:27].[CH2:15]([N+:12]([CH2:2][CH2:3][CH2:4][CH2:5][CH2:6][CH2:7][CH2:8][CH2:9][CH2:10][CH3:11])([CH3:14])[CH3:13])[CH2:16][CH2:17][CH2:18][CH2:19][CH2:20][CH2:21][CH2:22][CH2:23][CH3:24].